The task is: Predict the reaction yield, written as a fraction of the theoretical maximum amount of product (1.0 means a 100% yield; for example, 0.34 means a 34% yield).. This data is from Reaction yield outcomes from USPTO patents with 853,638 reactions. (1) The reactants are [F:1][C:2]1[CH:3]=[C:4]([CH:24]=[CH:25][C:26]=1[F:27])[CH2:5][C@H:6]1[CH2:11][C@H:10]([C:12](=[O:19])[CH2:13][C:14](OCC)=[O:15])[CH2:9][CH2:8][N:7]1[C:20]([O:22][CH3:23])=[O:21].[OH-].[Na+].[NH2:30]O.Cl. The catalyst is CO.O. The product is [F:1][C:2]1[CH:3]=[C:4]([CH:24]=[CH:25][C:26]=1[F:27])[CH2:5][C@H:6]1[CH2:11][C@H:10]([C:12]2[O:19][NH:30][C:14](=[O:15])[CH:13]=2)[CH2:9][CH2:8][N:7]1[C:20]([O:22][CH3:23])=[O:21]. The yield is 0.340. (2) The reactants are Cl[C:2]1[CH:3]=[CH:4][C:5]([N:8]2[CH:12]=[C:11]([CH2:13][CH2:14][CH2:15][O:16][C:17]3[C:22]([O:23][CH3:24])=[CH:21][CH:20]=[CH:19][C:18]=3[CH2:25][C:26]([O:28]C)=[O:27])[C:10]([CH:30]([CH3:32])[CH3:31])=[N:9]2)=[N:6][CH:7]=1. The catalyst is [C].[Pd].C(O)C. The product is [CH:30]([C:10]1[C:11]([CH2:13][CH2:14][CH2:15][O:16][C:17]2[C:22]([O:23][CH3:24])=[CH:21][CH:20]=[CH:19][C:18]=2[CH2:25][C:26]([OH:28])=[O:27])=[CH:12][N:8]([C:5]2[CH:4]=[CH:3][CH:2]=[CH:7][N:6]=2)[N:9]=1)([CH3:32])[CH3:31]. The yield is 0.320. (3) The reactants are [C:1]1([CH3:11])[CH:6]=[CH:5][C:4]([S:7](Cl)(=[O:9])=[O:8])=[CH:3][CH:2]=1.C(N(C(C)C)CC)(C)C.[F:21][C:22]1[CH:27]=[CH:26][CH:25]=[CH:24][C:23]=1[CH2:28][CH2:29][OH:30].[Cl-].[NH4+]. The catalyst is CN(C)C1C=CN=CC=1.C(Cl)Cl. The product is [F:21][C:22]1[CH:27]=[CH:26][CH:25]=[CH:24][C:23]=1[CH2:28][CH2:29][O:30][S:7]([C:4]1[CH:5]=[CH:6][C:1]([CH3:11])=[CH:2][CH:3]=1)(=[O:9])=[O:8]. The yield is 0.700. (4) The reactants are Br[C:2]1[CH:11]=[C:10]2[C:5]([C:6]([S:22][CH3:23])=[N:7][C:8]([C:12]([F:21])([F:20])[C:13]3[CH:18]=[CH:17][C:16]([F:19])=[CH:15][CH:14]=3)=[N:9]2)=[CH:4][CH:3]=1.[N:24]1[CH:29]=[C:28](B(O)O)[CH:27]=[N:26][CH:25]=1.C([O-])([O-])=O.[Na+].[Na+]. The catalyst is Cl[Pd](Cl)([P](C1C=CC=CC=1)(C1C=CC=CC=1)C1C=CC=CC=1)[P](C1C=CC=CC=1)(C1C=CC=CC=1)C1C=CC=CC=1.C(#N)C. The product is [F:20][C:12]([F:21])([C:13]1[CH:18]=[CH:17][C:16]([F:19])=[CH:15][CH:14]=1)[C:8]1[N:7]=[C:6]([S:22][CH3:23])[C:5]2[C:10](=[CH:11][C:2]([C:28]3[CH:29]=[N:24][CH:25]=[N:26][CH:27]=3)=[CH:3][CH:4]=2)[N:9]=1. The yield is 0.480. (5) The reactants are [Cl:1][C:2]1[CH:3]=[C:4]([CH:15]=[C:16]([Cl:18])[CH:17]=1)[N:5]=[CH:6][C:7]1[CH:12]=[C:11]([Br:13])[CH:10]=[CH:9][C:8]=1[OH:14].[BH4-].[Na+].CC(C)=O.O. The catalyst is O1CCCC1.C(O)C. The product is [Br:13][C:11]1[CH:10]=[CH:9][C:8]([OH:14])=[C:7]([CH2:6][NH:5][C:4]2[CH:15]=[C:16]([Cl:18])[CH:17]=[C:2]([Cl:1])[CH:3]=2)[CH:12]=1. The yield is 0.933. (6) The reactants are [F:1][C:2]([F:15])([F:14])[C:3]1[CH:12]=[C:11]2[C:6]([C:7]([SH:13])=[CH:8][CH:9]=[N:10]2)=[CH:5][CH:4]=1.[Br:16][CH2:17][C:18]1[CH:23]=[CH:22][CH:21]=[C:20]([CH2:24]Br)[CH:19]=1.C(Cl)(Cl)Cl.C([O-])([O-])=O.[K+].[K+]. The catalyst is CCCC[N+](CCCC)(CCCC)CCCC.[Br-].O. The product is [Br:16][CH2:17][C:18]1[CH:19]=[C:20]([CH:21]=[CH:22][CH:23]=1)[CH2:24][S:13][C:7]1[C:6]2[C:11](=[CH:12][C:3]([C:2]([F:1])([F:14])[F:15])=[CH:4][CH:5]=2)[N:10]=[CH:9][CH:8]=1. The yield is 0.610. (7) The reactants are [Cl:1][C:2]1[CH:3]=[C:4]([CH:7]=[CH:8][C:9]=1[C:10]([F:13])([F:12])[F:11])[CH2:5]Cl.[H-].[Na+].[F:16][C:17]([F:26])([F:25])[CH2:18][CH2:19][CH:20]([C:23]#[N:24])[C:21]#[N:22]. The catalyst is CN(C)C=O. The product is [Cl:1][C:2]1[CH:3]=[C:4]([CH:7]=[CH:8][C:9]=1[C:10]([F:13])([F:12])[F:11])[CH2:5][C:20]([CH2:19][CH2:18][C:17]([F:16])([F:25])[F:26])([C:21]#[N:22])[C:23]#[N:24]. The yield is 0.700. (8) The reactants are [Cl:1][C:2]1[C:3]([O:12][C:13]2[CH:18]=[C:17]([O:19][CH2:20][CH2:21][OH:22])[CH:16]=[CH:15][C:14]=2/[CH:23]=[CH:24]/[C:25]([NH:27][S:28]([CH2:31][CH2:32][CH2:33][CH2:34][CH3:35])(=[O:30])=[O:29])=[O:26])=[N:4][CH:5]=[C:6]([C:8]([F:11])([F:10])[F:9])[CH:7]=1.[C:36](OC(=O)C)(=[O:38])[CH3:37].C(=O)([O-])O.[Na+]. The catalyst is N1C=CC=CC=1. The product is [C:36]([O:22][CH2:21][CH2:20][O:19][C:17]1[CH:16]=[CH:15][C:14](/[CH:23]=[CH:24]/[C:25](=[O:26])[NH:27][S:28]([CH2:31][CH2:32][CH2:33][CH2:34][CH3:35])(=[O:30])=[O:29])=[C:13]([O:12][C:3]2[C:2]([Cl:1])=[CH:7][C:6]([C:8]([F:9])([F:11])[F:10])=[CH:5][N:4]=2)[CH:18]=1)(=[O:38])[CH3:37]. The yield is 0.870. (9) The reactants are [Cl:1][C:2]1[CH:7]=[C:6]([Cl:8])[C:5]([CH2:9]Cl)=[CH:4][N:3]=1.ClC1C(C[N:19]([C:23]2[CH:28]=[CH:27][CH:26]=[CH:25][C:24]=2[CH:29]=[CH2:30])[C:20](=[O:22])[CH3:21])=CC(F)=C(Cl)N=1. No catalyst specified. The product is [Cl:8][C:6]1[CH:7]=[C:2]([Cl:1])[N:3]=[CH:4][C:5]=1[CH2:9][N:19]([C:23]1[CH:28]=[CH:27][CH:26]=[CH:25][C:24]=1[CH:29]=[CH2:30])[C:20](=[O:22])[CH3:21]. The yield is 0.820. (10) The reactants are Cl[C:2]1[CH:3]=[CH:4][C:5]2[N:6]([C:8](=[O:22])[CH:9]=[C:10]([C:12]3[CH:17]=[CH:16][C:15]([O:18][CH3:19])=[C:14]([O:20][CH3:21])[CH:13]=3)[N:11]=2)[N:7]=1.CC1(C)C(C)(C)OB([C:31]2[CH2:36][CH2:35][N:34]([C:37]([O:39][C:40]([CH3:43])([CH3:42])[CH3:41])=[O:38])[CH2:33][CH:32]=2)O1.C([O-])([O-])=O.[K+].[K+]. The catalyst is C(#N)C. The product is [CH3:21][O:20][C:14]1[CH:13]=[C:12]([C:10]2[N:11]=[C:5]3[CH:4]=[CH:3][C:2]([C:31]4[CH2:36][CH2:35][N:34]([C:37]([O:39][C:40]([CH3:43])([CH3:42])[CH3:41])=[O:38])[CH2:33][CH:32]=4)=[N:7][N:6]3[C:8](=[O:22])[CH:9]=2)[CH:17]=[CH:16][C:15]=1[O:18][CH3:19]. The yield is 0.560.